Dataset: Full USPTO retrosynthesis dataset with 1.9M reactions from patents (1976-2016). Task: Predict the reactants needed to synthesize the given product. (1) Given the product [C:23]([C:18]1[CH:19]=[CH:20][CH:21]=[CH:22][C:17]=1[C:12]1[C:13](=[O:15])[CH:14]=[C:9]([C:4]2[CH:5]=[CH:6][CH:7]=[CH:8][C:3]=2[C:1]#[CH:2])[C:10](=[O:25])[CH:11]=1)#[CH:24], predict the reactants needed to synthesize it. The reactants are: [C:1]([C:3]1[CH:8]=[CH:7][CH:6]=[CH:5][C:4]=1[C:9]1[CH:14]=[C:13]([O:15]C)[C:12]([C:17]2[CH:22]=[CH:21][CH:20]=[CH:19][C:18]=2[C:23]#[CH:24])=[CH:11][C:10]=1[O:25]C)#[CH:2].C1COCC1. (2) Given the product [OH:14][C:13]1[CH:12]=[C:7]([CH:6]=[C:5]([OH:16])[C:4]=1[CH:1]([CH3:2])[CH3:3])[C:8]([O:10][CH3:11])=[O:9], predict the reactants needed to synthesize it. The reactants are: [CH:1]([C:4]1[C:13]([O:14]C)=[CH:12][C:7]([C:8]([O:10][CH3:11])=[O:9])=[CH:6][C:5]=1[O:16]C)([CH3:3])[CH3:2].B(Br)(Br)Br.[Cl-].[NH4+].